From a dataset of Forward reaction prediction with 1.9M reactions from USPTO patents (1976-2016). Predict the product of the given reaction. (1) Given the reactants C[CH:2](O)[CH3:3].C[C:6]([CH3:8])=O.[CH3:9][CH2:10]O[Si](OCC)(OCC)OCC.[C:22]1([Si:28]([O:35][CH2:36][CH3:37])([O:32][CH2:33][CH3:34])[O:29][CH2:30][CH3:31])[CH:27]=[CH:26][CH:25]=[CH:24][CH:23]=1.[N+]([O-])(O)=O.C(O)CCC.C(O)C, predict the reaction product. The product is: [C:22]1([Si:28]([O:35][CH2:36][CH2:37][CH2:2][CH3:3])([O:29][CH2:30][CH2:31][CH2:6][CH3:8])[O:32][CH2:33][CH2:34][CH2:9][CH3:10])[CH:23]=[CH:24][CH:25]=[CH:26][CH:27]=1. (2) Given the reactants [NH2:1][C:2]12[C:20](=[O:21])[C:19]3[C:14](=[CH:15][CH:16]=[CH:17][CH:18]=3)[C:3]1([OH:22])[O:4][C:5]1[CH:10]=[C:9]([CH:11]([CH3:13])[CH3:12])[CH:8]=[CH:7][C:6]=12.C(N([CH2:28][CH3:29])CC)C.[C:30](Cl)(=[O:35])[CH2:31][CH2:32][CH2:33][CH3:34], predict the reaction product. The product is: [C:30]([O:4][C:5]1[CH:10]=[C:9]([CH:11]([CH3:13])[CH3:12])[CH:8]=[CH:7][C:6]=1[C:2]1([NH:1][C:3](=[O:4])[CH2:2][CH2:6][CH2:28][CH3:29])[C:20](=[O:21])[C:19]2[C:14](=[CH:15][CH:16]=[CH:17][CH:18]=2)[C:3]1=[O:22])(=[O:35])[CH2:31][CH2:32][CH2:33][CH3:34]. (3) The product is: [O:2]1[C:6]2[CH:7]=[CH:8][N:9]=[C:10]([NH2:13])[C:11]=2[CH:12]=[CH:3]1. Given the reactants C[O:2][C:3]1[CH:12]=[C:11]2[C:6]([CH:7]=[CH:8][N:9]=[C:10]2[NH2:13])=CC=1.ClC1C2C=COC=2C=CN=1, predict the reaction product. (4) Given the reactants [Cl:1][C:2]1[CH:7]=[CH:6][C:5]([C:8]2([CH2:13][OH:14])[CH2:12][CH2:11][CH2:10][CH2:9]2)=[CH:4][CH:3]=1.C1(C2(C[O:27][S:28]([CH3:31])(=O)=[O:29])CCCC2)C=CC=CC=1, predict the reaction product. The product is: [Cl:1][C:2]1[CH:3]=[CH:4][C:5]([C:8]2([CH2:13][O:14][S:28]([CH3:31])(=[O:29])=[O:27])[CH2:12][CH2:11][CH2:10][CH2:9]2)=[CH:6][CH:7]=1. (5) Given the reactants [C:1]([O:5][C:6]([N:8]1[CH2:13][CH2:12][N:11]([C:14]([O:16][C:17]([CH3:20])([CH3:19])[CH3:18])=[O:15])[CH2:10][C@@H:9]1[C:21]1[CH:26]=[CH:25][C:24](N2CC[C@@H](OS(C)(=O)=O)C2)=[CH:23][CH:22]=1)=[O:7])([CH3:4])([CH3:3])[CH3:2].[NH:37]1[CH2:41][CH2:40][CH2:39][CH2:38]1, predict the reaction product. The product is: [C:1]([O:5][C:6]([N:8]1[CH2:13][CH2:12][N:11]([C:14]([O:16][C:17]([CH3:20])([CH3:19])[CH3:18])=[O:15])[CH2:10][C@@H:9]1[C:21]1[CH:22]=[CH:23][C:24]([N:37]2[CH2:41][CH2:40][C@H:39]([N:37]3[CH2:41][CH2:40][CH2:39][CH2:38]3)[CH2:38]2)=[CH:25][CH:26]=1)=[O:7])([CH3:2])([CH3:3])[CH3:4]. (6) Given the reactants [CH3:1][O:2][C:3](=[O:13])[C:4]1[CH:12]=[CH:11][CH:10]=[C:6]([C:7](O)=[O:8])[CH:5]=1.C(Cl)(=O)C([Cl:17])=O, predict the reaction product. The product is: [Cl:17][C:7]([C:6]1[CH:5]=[C:4]([CH:12]=[CH:11][CH:10]=1)[C:3]([O:2][CH3:1])=[O:13])=[O:8]. (7) Given the reactants [CH3:1][S:2][C:3]1[S:4][C:5]([C:13]2[CH:17]=[CH:16][N:15]([CH2:18][O:19][CH2:20][CH2:21][Si:22]([CH3:25])([CH3:24])[CH3:23])[N:14]=2)=[C:6]2[CH2:11][CH2:10][NH:9][C:8](=[O:12])[C:7]=12.I[C:27]1[CH:32]=[CH:31][CH:30]=[CH:29][CH:28]=1.C([O-])([O-])=O.[K+].[K+], predict the reaction product. The product is: [CH3:1][S:2][C:3]1[S:4][C:5]([C:13]2[CH:17]=[CH:16][N:15]([CH2:18][O:19][CH2:20][CH2:21][Si:22]([CH3:24])([CH3:23])[CH3:25])[N:14]=2)=[C:6]2[CH2:11][CH2:10][N:9]([C:27]3[CH:32]=[CH:31][CH:30]=[CH:29][CH:28]=3)[C:8](=[O:12])[C:7]=12.